Predict the product of the given reaction. From a dataset of Forward reaction prediction with 1.9M reactions from USPTO patents (1976-2016). Given the reactants O[CH:2]([C:4]1[O:8][N:7]=[C:6]([C:9]2[CH:14]=[CH:13][CH:12]=[CH:11][N:10]=2)[CH:5]=1)[CH3:3].C(Br)(Br)(Br)[Br:16], predict the reaction product. The product is: [Br:16][CH:2]([C:4]1[O:8][N:7]=[C:6]([C:9]2[CH:14]=[CH:13][CH:12]=[CH:11][N:10]=2)[CH:5]=1)[CH3:3].